This data is from Full USPTO retrosynthesis dataset with 1.9M reactions from patents (1976-2016). The task is: Predict the reactants needed to synthesize the given product. Given the product [CH2:1]([CH:3]([C:6]1[C:14]2[NH:13][C:12](=[O:15])[N:11]([C:16]([O:18][C:19]([CH3:22])([CH3:21])[CH3:20])=[O:17])[C:10]=2[CH:9]=[CH:8][CH:7]=1)[CH2:4][CH3:5])[CH3:2], predict the reactants needed to synthesize it. The reactants are: [CH2:1]([CH:3]([C:6]1[C:14]2[NH:13][C:12](=[O:15])[NH:11][C:10]=2[CH:9]=[CH:8][CH:7]=1)[CH2:4][CH3:5])[CH3:2].[C:16](O[C:16]([O:18][C:19]([CH3:22])([CH3:21])[CH3:20])=[O:17])([O:18][C:19]([CH3:22])([CH3:21])[CH3:20])=[O:17].